From a dataset of Forward reaction prediction with 1.9M reactions from USPTO patents (1976-2016). Predict the product of the given reaction. (1) Given the reactants Br[C:2]1[CH:3]=[C:4]([CH3:11])[C:5]([C:8]([OH:10])=[O:9])=[N:6][CH:7]=1.[C:12](=[O:15])([O-])O.[Na+], predict the reaction product. The product is: [OH:15][C:12]1[CH:5]=[CH:4][C:3]([C:2]2[CH:3]=[C:4]([CH3:11])[C:5]([C:8]([OH:10])=[O:9])=[N:6][CH:7]=2)=[CH:2][CH:7]=1. (2) Given the reactants [NH2:1][C:2]1[CH:3]=[CH:4][C:5]([CH3:9])=[C:6]([OH:8])[CH:7]=1.C(=O)([O-])O.[Na+].[C:15]([C:17]([C:20]1[CH:21]=[C:22]([CH:26]=[CH:27][CH:28]=1)[C:23](Cl)=[O:24])([CH3:19])[CH3:18])#[N:16], predict the reaction product. The product is: [C:15]([C:17]([C:20]1[CH:21]=[C:22]([CH:26]=[CH:27][CH:28]=1)[C:23]([NH:1][C:2]1[CH:3]=[CH:4][C:5]([CH3:9])=[C:6]([OH:8])[CH:7]=1)=[O:24])([CH3:19])[CH3:18])#[N:16]. (3) Given the reactants [CH3:1][N:2]([CH2:4][C:5]#[CH:6])[CH3:3].C(NC(C)C)(C)C.I[C:15]1[CH:20]=[CH:19][C:18](/[C:21](/[C:38]2[CH:43]=[CH:42][C:41]([C:44]([F:47])([F:46])[F:45])=[CH:40][CH:39]=2)=[CH:22]\[CH2:23][O:24][C:25]2[CH:36]=[CH:35][C:28]([O:29][CH2:30][C:31]([O:33][CH3:34])=[O:32])=[C:27]([CH3:37])[CH:26]=2)=[CH:17][CH:16]=1, predict the reaction product. The product is: [CH3:37][C:27]1[CH:26]=[C:25]([O:24][CH2:23]/[CH:22]=[C:21](\[C:18]2[CH:17]=[CH:16][C:15]([C:6]#[C:5][CH2:4][N:2]([CH3:3])[CH3:1])=[CH:20][CH:19]=2)/[C:38]2[CH:43]=[CH:42][C:41]([C:44]([F:47])([F:46])[F:45])=[CH:40][CH:39]=2)[CH:36]=[CH:35][C:28]=1[O:29][CH2:30][C:31]([O:33][CH3:34])=[O:32]. (4) Given the reactants [Cl:1][C:2]1[CH:3]=[C:4]([C:8]#[C:9][C:10]2[NH:11][O:12][CH:13]3[NH:17][CH2:16][CH2:15][C:14]=23)[CH:5]=[CH:6][CH:7]=1.C(N(CC)CC)C.[CH:25]1([N:30]=[C:31]=[O:32])[CH2:29][CH2:28][CH2:27][CH2:26]1.O, predict the reaction product. The product is: [Cl:1][C:2]1[CH:3]=[C:4]([C:8]#[C:9][C:10]2[CH:14]3[CH2:15][CH2:16][N:17]([C:31]([NH:30][CH:25]4[CH2:29][CH2:28][CH2:27][CH2:26]4)=[O:32])[CH:13]3[O:12][N:11]=2)[CH:5]=[CH:6][CH:7]=1. (5) Given the reactants [OH:1][CH2:2][C:3]1[CH:4]=[C:5]([CH:29]=[CH:30][CH:31]=1)[CH2:6][C@H:7]1[C@H:15]2[C@@H:11]([N:12]([CH2:17][C:18]3[CH:23]=[CH:22][CH:21]=[C:20]([CH:24]([CH3:26])[CH3:25])[CH:19]=3)C(=O)[O:14]2)[CH2:10][S:9](=[O:28])(=[O:27])[CH2:8]1.C(Cl)[Cl:33].CO, predict the reaction product. The product is: [ClH:33].[OH:1][CH2:2][C:3]1[CH:4]=[C:5]([CH:29]=[CH:30][CH:31]=1)[CH2:6][C@H:7]1[C@H:15]([OH:14])[C@@H:11]([NH:12][CH2:17][C:18]2[CH:23]=[CH:22][CH:21]=[C:20]([CH:24]([CH3:26])[CH3:25])[CH:19]=2)[CH2:10][S:9](=[O:28])(=[O:27])[CH2:8]1. (6) Given the reactants CS(O[CH2:6][CH2:7][C:8]1[O:9][C:10]2[CH:16]=[CH:15][C:14]([C:17]3[CH:22]=[CH:21][C:20]([C:23]#[N:24])=[CH:19][CH:18]=3)=[CH:13][C:11]=2[CH:12]=1)(=O)=O.[NH:25]1[CH2:31][CH2:30][CH2:29][C@@H:26]1[CH2:27][OH:28], predict the reaction product. The product is: [OH:28][CH2:27][C@H:26]1[CH2:29][CH2:30][CH2:31][N:25]1[CH2:6][CH2:7][C:8]1[O:9][C:10]2[CH:16]=[CH:15][C:14]([C:17]3[CH:22]=[CH:21][C:20]([C:23]#[N:24])=[CH:19][CH:18]=3)=[CH:13][C:11]=2[CH:12]=1. (7) Given the reactants [C:1]([C:5]1[CH:9]=[C:8]([NH:10][C:11]([NH:13][C@@H:14]2[C:23]3[C:18](=[CH:19][CH:20]=[CH:21][CH:22]=3)[C@H:17]([O:24][C:25]3[CH:26]=[CH:27][C:28]4[N:29]([C:31]([N:34]5[CH2:39][CH2:38][CH2:37][CH2:36][C@@H:35]5[CH3:40])=[N:32][N:33]=4)[CH:30]=3)[CH2:16][CH2:15]2)=[O:12])[N:7]([C:41]2[CH:42]=[N:43][N:44]([CH2:46][CH2:47][O:48]C3CCCCO3)[CH:45]=2)[N:6]=1)([CH3:4])([CH3:3])[CH3:2].C1(C)C=CC(S([O-])(=O)=O)=CC=1.[NH+]1C=CC=CC=1.O.C([O-])(O)=O.[Na+], predict the reaction product. The product is: [C:1]([C:5]1[CH:9]=[C:8]([NH:10][C:11]([NH:13][C@@H:14]2[C:23]3[C:18](=[CH:19][CH:20]=[CH:21][CH:22]=3)[C@H:17]([O:24][C:25]3[CH:26]=[CH:27][C:28]4[N:29]([C:31]([N:34]5[CH2:39][CH2:38][CH2:37][CH2:36][C@@H:35]5[CH3:40])=[N:32][N:33]=4)[CH:30]=3)[CH2:16][CH2:15]2)=[O:12])[N:7]([C:41]2[CH:42]=[N:43][N:44]([CH2:46][CH2:47][OH:48])[CH:45]=2)[N:6]=1)([CH3:2])([CH3:3])[CH3:4].